This data is from Catalyst prediction with 721,799 reactions and 888 catalyst types from USPTO. The task is: Predict which catalyst facilitates the given reaction. (1) Reactant: [CH2:1]([C:3]1([OH:20])[CH:8]([OH:9])[CH2:7][CH:6]([C:10]2[CH:15]=[CH:14][N:13]=[CH:12][C:11]=2[N+:16]([O-:18])=[O:17])[O:5][CH:4]1[CH3:19])[CH3:2].N1C(C)=CC=CC=1C.[Si:29](OS(C(F)(F)F)(=O)=O)([C:32]([CH3:35])([CH3:34])[CH3:33])([CH3:31])[CH3:30]. Product: [Si:29]([O:9][CH:8]1[CH2:7][CH:6]([C:10]2[CH:15]=[CH:14][N:13]=[CH:12][C:11]=2[N+:16]([O-:18])=[O:17])[O:5][CH:4]([CH3:19])[C:3]1([CH2:1][CH3:2])[OH:20])([C:32]([CH3:35])([CH3:34])[CH3:33])([CH3:31])[CH3:30]. The catalyst class is: 2. (2) Reactant: [CH3:1][O:2][C:3]([C:17]1[NH:21][C:20]2[CH:22]=[CH:23][C:24]([C:26]#[N:27])=[CH:25][C:19]=2[N:18]=1)([C:5]1[C:13]([O:14][CH3:15])=[CH:12][C:11]([CH3:16])=[C:10]2[C:6]=1[CH:7]=[CH:8][NH:9]2)[CH3:4].C([BH3-])#N.[Na+]. Product: [CH3:1][O:2][C:3]([C:17]1[NH:21][C:20]2[CH:22]=[CH:23][C:24]([C:26]#[N:27])=[CH:25][C:19]=2[N:18]=1)([C:5]1[C:13]([O:14][CH3:15])=[CH:12][C:11]([CH3:16])=[C:10]2[C:6]=1[CH2:7][CH2:8][NH:9]2)[CH3:4]. The catalyst class is: 15. (3) Reactant: [OH:1][NH:2][C:3](=[NH:21])[C:4]1[CH:9]=[CH:8][C:7]([C:10]2[CH:19]=[CH:18][C:17]3[C:12](=[CH:13][CH:14]=[C:15]([OH:20])[CH:16]=3)[N:11]=2)=[CH:6][CH:5]=1.C1N=CN([C:27](N2C=NC=C2)=[O:28])C=1. Product: [OH:20][C:15]1[CH:16]=[C:17]2[C:12](=[CH:13][CH:14]=1)[N:11]=[C:10]([C:7]1[CH:6]=[CH:5][C:4]([C:3]3[NH:2][O:1][C:27](=[O:28])[N:21]=3)=[CH:9][CH:8]=1)[CH:19]=[CH:18]2. The catalyst class is: 1. (4) The catalyst class is: 1. Product: [S:12]1[C:13]2[CH:19]=[CH:18][CH:17]=[CH:16][C:14]=2[N:15]=[C:11]1[C:3]1[CH:4]=[CH:5][C:6]([N+:8]([O-:10])=[O:9])=[CH:7][C:2]=1[O:1][CH2:42][CH2:41][N:40]([CH3:44])[CH3:39]. Reactant: [OH:1][C:2]1[CH:7]=[C:6]([N+:8]([O-:10])=[O:9])[CH:5]=[CH:4][C:3]=1[C:11]1[S:12][C:13]2[CH:19]=[CH:18][CH:17]=[CH:16][C:14]=2[N:15]=1.C1(P(C2C=CC=CC=2)C2C=CC=CC=2)C=CC=CC=1.[CH3:39][N:40]([CH3:44])[CH2:41][CH2:42]O.CC(OC(/N=N/C(OC(C)C)=O)=O)C. (5) Reactant: [CH3:1][C:2]1[C:10]([C:11]([O:13]CC)=[O:12])=[C:5]2[CH:6]=[CH:7][CH:8]=[CH:9][N:4]2[N:3]=1.CO.[OH-].[Na+].Cl. Product: [CH3:1][C:2]1[C:10]([C:11]([OH:13])=[O:12])=[C:5]2[CH:6]=[CH:7][CH:8]=[CH:9][N:4]2[N:3]=1. The catalyst class is: 6.